Task: Predict the reaction yield, written as a fraction of the theoretical maximum amount of product (1.0 means a 100% yield; for example, 0.34 means a 34% yield).. Dataset: Reaction yield outcomes from USPTO patents with 853,638 reactions (1) The reactants are C([O:8][C:9]1[CH:18]=[C:17]2[C:12]([C:13]([O:19][C:20]3[CH:25]=[CH:24][C:23]([N+:26]([O-:28])=[O:27])=[CH:22][C:21]=3[F:29])=[CH:14][CH:15]=[N:16]2)=[CH:11][C:10]=1[O:30][CH3:31])C1C=CC=CC=1.Br. The catalyst is CC(O)=O. The product is [F:29][C:21]1[CH:22]=[C:23]([N+:26]([O-:28])=[O:27])[CH:24]=[CH:25][C:20]=1[O:19][C:13]1[C:12]2[C:17](=[CH:18][C:9]([OH:8])=[C:10]([O:30][CH3:31])[CH:11]=2)[N:16]=[CH:15][CH:14]=1. The yield is 0.920. (2) The catalyst is CO. The reactants are [CH2:1]1[C:6]2[C:7]3[CH:13]=[CH:12][C:11]([N:14]4[CH:19]=[CH:18][C:17]([C:20]5[N:21]=[N:22][C:23]([C:26]([F:29])([F:28])[F:27])=[CH:24][CH:25]=5)=[CH:16][C:15]4=[O:30])=[CH:10][C:8]=3[O:9][C:5]=2[CH2:4][CH2:3][NH:2]1.[ClH:31].CCOCC. The yield is 0.940. The product is [ClH:31].[CH2:1]1[C:6]2[C:7]3[CH:13]=[CH:12][C:11]([N:14]4[CH:19]=[CH:18][C:17]([C:20]5[N:21]=[N:22][C:23]([C:26]([F:27])([F:29])[F:28])=[CH:24][CH:25]=5)=[CH:16][C:15]4=[O:30])=[CH:10][C:8]=3[O:9][C:5]=2[CH2:4][CH2:3][NH:2]1. (3) The reactants are C(N(CC)[C:4]1[CH:9]=[CH:8]C=CC=1)C.[Cl:12][C:13]1[CH:18]=[CH:17][CH:16]=[C:15]([O:19]CC(C)=C)[C:14]=1[CH3:24].[C:25](OCC)(=O)C. No catalyst specified. The product is [Cl:12][C:13]1[C:14]([CH3:24])=[C:15]([OH:19])[C:16]([CH2:25][C:9]([CH3:8])=[CH2:4])=[CH:17][CH:18]=1. The yield is 0.960. (4) The reactants are [CH3:1][Mg]Br.[CH:4]([C:6]1[C:14]2[S:13][CH2:12][CH:11]([C:15]3[CH:20]=[CH:19][C:18]([CH:21]([CH3:23])[CH3:22])=[CH:17][CH:16]=3)[C:10]=2[C:9]([CH3:24])=[C:8]([NH:25][C:26](=[O:32])[CH2:27][C:28]([CH3:31])([CH3:30])[CH3:29])[C:7]=1[CH3:33])=O. The catalyst is O. The product is [CH2:4]([C:6]1[C:14]2[S:13][CH2:12][CH:11]([C:15]3[CH:16]=[CH:17][C:18]([CH:21]([CH3:22])[CH3:23])=[CH:19][CH:20]=3)[C:10]=2[C:9]([CH3:24])=[C:8]([NH:25][C:26](=[O:32])[CH2:27][C:28]([CH3:30])([CH3:29])[CH3:31])[C:7]=1[CH3:33])[CH3:1]. The yield is 0.570. (5) The reactants are [CH:1]1([C@@H:7]([C:9]2[NH:10][CH:11]=[C:12]([C:14]3[CH:19]=[CH:18][C:17]([F:20])=[CH:16][CH:15]=3)[N:13]=2)[NH2:8])[CH2:6][CH2:5][CH2:4][CH2:3][CH2:2]1.C(N(CC)CC)C.[CH3:28][C:29](=O)[CH2:30][CH3:31].C(O[BH-](OC(=O)C)OC(=O)C)(=O)C.[Na+]. The catalyst is CO.O. The product is [CH:1]1([C@@H:7]([C:9]2[NH:10][CH:11]=[C:12]([C:14]3[CH:15]=[CH:16][C:17]([F:20])=[CH:18][CH:19]=3)[N:13]=2)[NH:8][CH:28]2[CH2:31][CH2:30][CH2:29]2)[CH2:2][CH2:3][CH2:4][CH2:5][CH2:6]1. The yield is 0.120. (6) The reactants are CC1(C)O/[C:5](=[CH:7]/[C:8](=[O:14])[C:9]([O:11][CH2:12][CH3:13])=[O:10])/[CH2:4][O:3]1.[NH:16]([C:18]1[C:23]([Cl:24])=[CH:22][CH:21]=[CH:20][N:19]=1)[NH2:17]. The catalyst is C(O)C. The product is [Cl:24][C:23]1[C:18]([N:16]2[C:8]([OH:14])([C:9]([O:11][CH2:12][CH3:13])=[O:10])[CH2:7][C:5]([CH2:4][OH:3])=[N:17]2)=[N:19][CH:20]=[CH:21][CH:22]=1. The yield is 0.860.